This data is from Retrosynthesis with 50K atom-mapped reactions and 10 reaction types from USPTO. The task is: Predict the reactants needed to synthesize the given product. Given the product COC1(c2cccc(OCc3ccc4ccccc4c3)c2)CCN(CC#N)C1, predict the reactants needed to synthesize it. The reactants are: COC1(c2cccc(OCc3ccc4ccccc4c3)c2)CCNC1.N#CCCl.